From a dataset of NCI-60 drug combinations with 297,098 pairs across 59 cell lines. Regression. Given two drug SMILES strings and cell line genomic features, predict the synergy score measuring deviation from expected non-interaction effect. (1) Drug 1: C1=NNC2=C1C(=O)NC=N2. Drug 2: CCN(CC)CCCC(C)NC1=C2C=C(C=CC2=NC3=C1C=CC(=C3)Cl)OC. Cell line: NCI-H226. Synergy scores: CSS=11.4, Synergy_ZIP=-1.11, Synergy_Bliss=1.21, Synergy_Loewe=-10.9, Synergy_HSA=-2.26. (2) Cell line: ACHN. Synergy scores: CSS=-0.854, Synergy_ZIP=2.93, Synergy_Bliss=3.60, Synergy_Loewe=2.26, Synergy_HSA=-0.233. Drug 2: C(CN)CNCCSP(=O)(O)O. Drug 1: C1=NNC2=C1C(=O)NC=N2. (3) Drug 1: CC1CCCC2(C(O2)CC(NC(=O)CC(C(C(=O)C(C1O)C)(C)C)O)C(=CC3=CSC(=N3)C)C)C. Drug 2: COCCOC1=C(C=C2C(=C1)C(=NC=N2)NC3=CC=CC(=C3)C#C)OCCOC.Cl. Cell line: LOX IMVI. Synergy scores: CSS=61.6, Synergy_ZIP=22.0, Synergy_Bliss=30.5, Synergy_Loewe=-20.0, Synergy_HSA=10.1. (4) Drug 1: CC1=C(C=C(C=C1)C(=O)NC2=CC(=CC(=C2)C(F)(F)F)N3C=C(N=C3)C)NC4=NC=CC(=N4)C5=CN=CC=C5. Drug 2: CCC1(C2=C(COC1=O)C(=O)N3CC4=CC5=C(C=CC(=C5CN(C)C)O)N=C4C3=C2)O.Cl. Cell line: RPMI-8226. Synergy scores: CSS=15.9, Synergy_ZIP=0.0498, Synergy_Bliss=4.87, Synergy_Loewe=-12.0, Synergy_HSA=0.730.